From a dataset of Forward reaction prediction with 1.9M reactions from USPTO patents (1976-2016). Predict the product of the given reaction. (1) Given the reactants [C:1]([O:13][CH3:14])(=[O:12])[CH2:2][CH2:3][CH2:4][CH2:5][CH2:6][CH2:7][CH2:8][C:9]([O-:11])=O.N1C2C=CC=CC=2N=N1.S(Cl)(Cl)=O.[C:28]([O:32][C:33](=[O:53])[NH:34][C@:35]1([C:40]([NH:42][S:43]([C:46]2[CH:51]=[CH:50][CH:49]=[CH:48][C:47]=2[NH2:52])(=[O:45])=[O:44])=[O:41])[CH2:37][C@H:36]1[CH:38]=[CH2:39])([CH3:31])([CH3:30])[CH3:29].CCN(CC)CC, predict the reaction product. The product is: [CH3:14][O:13][C:1](=[O:12])[CH2:2][CH2:3][CH2:4][CH2:5][CH2:6][CH2:7][CH2:8][C:9](=[O:11])[NH:52][C:47]1[CH:48]=[CH:49][CH:50]=[CH:51][C:46]=1[S:43](=[O:44])(=[O:45])[NH:42][C:40]([C@@:35]1([NH:34][C:33]([O:32][C:28]([CH3:30])([CH3:29])[CH3:31])=[O:53])[CH2:37][C@H:36]1[CH:38]=[CH2:39])=[O:41]. (2) Given the reactants [NH2:1][C@@H:2]1[CH2:7][CH2:6][C@H:5]([OH:8])[CH2:4][CH2:3]1.[H-].[Na+].F[C:12]1[CH:17]=[CH:16][C:15]([S:18]([CH3:21])(=[O:20])=[O:19])=[CH:14][C:13]=1[C:22]1[C:31]2[C:26](=[CH:27][CH:28]=[CH:29][CH:30]=2)[C:25](=[O:32])[N:24]([CH3:33])[CH:23]=1, predict the reaction product. The product is: [NH2:1][C@@H:2]1[CH2:7][CH2:6][C@H:5]([O:8][C:12]2[CH:17]=[CH:16][C:15]([S:18]([CH3:21])(=[O:20])=[O:19])=[CH:14][C:13]=2[C:22]2[C:31]3[C:26](=[CH:27][CH:28]=[CH:29][CH:30]=3)[C:25](=[O:32])[N:24]([CH3:33])[CH:23]=2)[CH2:4][CH2:3]1.